Binary Classification. Given a drug SMILES string, predict its activity (active/inactive) in a high-throughput screening assay against a specified biological target. From a dataset of SARS-CoV-2 main protease (3CLPro) crystallographic fragment screen with 879 compounds. (1) The molecule is COC(=O)CNC(=O)C1CCCCC1. The result is 0 (inactive). (2) The drug is N#Cc1ccccc1S(=O)(=O)N1CCN(C(=O)CCl)CC1. The result is 1 (active). (3) The compound is Cc1ccc(S(=O)(=O)N2CCN(C(=O)CCl)CC2)cc1. The result is 0 (inactive). (4) The drug is Cc1nsc(N2CCOC(C)C2C)n1. The result is 0 (inactive). (5) The drug is Cc1[nH]cnc1CN1CCc2ccccc2C1. The result is 0 (inactive). (6) The molecule is CNC(=O)c1c(-c2ccc(F)cc2)noc1C. The result is 0 (inactive). (7) The drug is O=C(c1csnn1)N1CCOCC1. The result is 0 (inactive).